Binary Classification. Given a T-cell receptor sequence (or CDR3 region) and an epitope sequence, predict whether binding occurs between them. From a dataset of TCR-epitope binding with 47,182 pairs between 192 epitopes and 23,139 TCRs. (1) Result: 0 (the TCR does not bind to the epitope). The TCR CDR3 sequence is CASSQDRGGSNGYTF. The epitope is GTITSGWTF. (2) The epitope is RQLLFVVEV. The TCR CDR3 sequence is CASSRDGYEQYF. Result: 0 (the TCR does not bind to the epitope). (3) The epitope is ATDALMTGY. The TCR CDR3 sequence is CASSYVGQLDEQFF. Result: 1 (the TCR binds to the epitope). (4) The epitope is LPPIVAKEI. The TCR CDR3 sequence is CASSLVGPPGEAFF. Result: 1 (the TCR binds to the epitope).